This data is from Reaction yield outcomes from USPTO patents with 853,638 reactions. The task is: Predict the reaction yield, written as a fraction of the theoretical maximum amount of product (1.0 means a 100% yield; for example, 0.34 means a 34% yield). (1) The reactants are [CH:1]([C:3]1[O:4][CH:5]=[CH:6][C:7]=1[C:8]1[C:18]2[O:17][CH2:16][CH2:15][N:14]([C:19]([O:21][C:22]([CH3:25])([CH3:24])[CH3:23])=[O:20])[CH2:13][C:12]=2[CH:11]=[CH:10][CH:9]=1)=O.O.NN.C(O)CO.[OH-].[K+]. The catalyst is O.CO. The product is [CH3:1][C:3]1[O:4][CH:5]=[CH:6][C:7]=1[C:8]1[C:18]2[O:17][CH2:16][CH2:15][N:14]([C:19]([O:21][C:22]([CH3:25])([CH3:24])[CH3:23])=[O:20])[CH2:13][C:12]=2[CH:11]=[CH:10][CH:9]=1. The yield is 0.418. (2) The yield is 0.901. The catalyst is CN(C=O)C. The product is [Cl:1][C:2]1[N:10]=[C:9]2[C:5]([N:6]=[CH:7][NH:8]2)=[C:4]([NH:18][CH:12]2[CH2:17][CH2:16][CH2:15][CH2:14][CH2:13]2)[N:3]=1. The reactants are [Cl:1][C:2]1[N:10]=[C:9]2[C:5]([N:6]=[CH:7][NH:8]2)=[C:4](Cl)[N:3]=1.[CH:12]1([NH2:18])[CH2:17][CH2:16][CH2:15][CH2:14][CH2:13]1.CCN(C(C)C)C(C)C.O. (3) The reactants are C(OC(=O)[NH:7][C@H:8]([CH2:36][C:37]1[CH:42]=[C:41]([F:43])[C:40]([F:44])=[CH:39][C:38]=1[F:45])[CH2:9][C:10]([N:12]1[CH2:17][CH2:16][N:15]2[C:18]([C:32]([F:35])([F:34])[F:33])=[N:19][C:20]([C:21]([N:23]3[CH2:28][CH2:27][CH:26]([C:29](=[O:31])[NH2:30])[CH2:25][CH2:24]3)=[O:22])=[C:14]2[CH2:13]1)=[O:11])(C)(C)C.[ClH:47]. The catalyst is C(OCC)(=O)C. The product is [ClH:47].[NH2:7][C@H:8]([CH2:36][C:37]1[CH:42]=[C:41]([F:43])[C:40]([F:44])=[CH:39][C:38]=1[F:45])[CH2:9][C:10]([N:12]1[CH2:17][CH2:16][N:15]2[C:18]([C:32]([F:35])([F:34])[F:33])=[N:19][C:20]([C:21]([N:23]3[CH2:28][CH2:27][CH:26]([C:29]([NH2:30])=[O:31])[CH2:25][CH2:24]3)=[O:22])=[C:14]2[CH2:13]1)=[O:11]. The yield is 0.740. (4) The reactants are [C:1]1([S:7]([N:10]2[CH:14]=[CH:13][CH:12]=[CH:11]2)(=[O:9])=[O:8])[CH:6]=[CH:5][CH:4]=[CH:3][CH:2]=1.[C:15]1([CH3:24])[CH:20]=[CH:19][C:18]([C:21](Cl)=[O:22])=[CH:17][CH:16]=1. The catalyst is ClCCl. The product is [CH3:24][C:15]1[CH:20]=[CH:19][C:18]([C:21]([C:14]2[N:10]([S:7]([C:1]3[CH:2]=[CH:3][CH:4]=[CH:5][CH:6]=3)(=[O:9])=[O:8])[CH:11]=[CH:12][CH:13]=2)=[O:22])=[CH:17][CH:16]=1. The yield is 0.710.